From a dataset of Forward reaction prediction with 1.9M reactions from USPTO patents (1976-2016). Predict the product of the given reaction. (1) Given the reactants [C:1]1([C@H:7]([NH:9][C:10]([C:12]2[CH:17]=[CH:16][C:15]([C:18]3[CH:23]=[CH:22][C:21]([C@@H:24]([C:35]4[CH:40]=[CH:39][CH:38]=[CH:37][C:36]=4[CH3:41])[CH2:25][C:26]([C:28]4[CH:33]=[CH:32][N:31]=[C:30]([CH3:34])[CH:29]=4)=O)=[CH:20][CH:19]=3)=[CH:14][CH:13]=2)=[O:11])[CH3:8])[CH:6]=[CH:5][CH:4]=[CH:3][CH:2]=1.Cl.[NH2:43][OH:44].C([O-])(O)=O.[Na+], predict the reaction product. The product is: [C:1]1([C@H:7]([NH:9][C:10]([C:12]2[CH:17]=[CH:16][C:15]([C:18]3[CH:23]=[CH:22][C:21]([C@@H:24]([C:35]4[CH:40]=[CH:39][CH:38]=[CH:37][C:36]=4[CH3:41])[CH2:25][C:26](=[N:43][OH:44])[C:28]4[CH:33]=[CH:32][N:31]=[C:30]([CH3:34])[CH:29]=4)=[CH:20][CH:19]=3)=[CH:14][CH:13]=2)=[O:11])[CH3:8])[CH:6]=[CH:5][CH:4]=[CH:3][CH:2]=1. (2) Given the reactants [F:1][C:2]1[CH:3]=[C:4]2[C:9](=[CH:10][C:11]=1[F:12])[N:8]=[C:7](/[CH:13]=[CH:14]/[C:15]1[CH:33]=[CH:32][C:18]3[O:19][CH2:20][C:21]4[CH:31]=[CH:30][CH:29]=[CH:28][C:22]=4[CH:23]([S:24][CH2:25][CH2:26]O)[C:17]=3[CH:16]=1)[CH:6]=[CH:5]2.[C:34]([O:38][C:39]([NH:41][S:42]([C:45]([F:48])([F:47])[F:46])(=[O:44])=[O:43])=[O:40])([CH3:37])([CH3:36])[CH3:35].C1(P(C2C=CC=CC=2)C2C=CC=CC=2)C=CC=CC=1.N(C(OCC)=O)=NC(OCC)=O, predict the reaction product. The product is: [C:34]([O:38][C:39]([N:41]([CH2:26][CH2:25][S:24][CH:23]1[C:22]2[CH:28]=[CH:29][CH:30]=[CH:31][C:21]=2[CH2:20][O:19][C:18]2[CH:32]=[CH:33][C:15](/[CH:14]=[CH:13]/[C:7]3[CH:6]=[CH:5][C:4]4[C:9](=[CH:10][C:11]([F:12])=[C:2]([F:1])[CH:3]=4)[N:8]=3)=[CH:16][C:17]1=2)[S:42]([C:45]([F:48])([F:46])[F:47])(=[O:44])=[O:43])=[O:40])([CH3:37])([CH3:35])[CH3:36]. (3) Given the reactants [CH3:1][O:2][C:3]([NH:5][C@H:6]([C:11]([NH:13][C@@H:14]([CH2:17][C:18]1[CH:23]=[CH:22][CH:21]=[CH:20][CH:19]=1)[CH:15]=[CH2:16])=[O:12])[C:7]([CH3:10])([CH3:9])[CH3:8])=[O:4].C1C=C(C([O-])=[O:31])C(C(OO)=O)=CC=1.C1C=C(C([O-])=O)C(C(OO)=O)=CC=1.[Mg+2], predict the reaction product. The product is: [O:31]1[C@H:15]([C@@H:14]([NH:13][C:11](=[O:12])[C@H:6]([C:7]([CH3:10])([CH3:8])[CH3:9])[NH:5][C:3]([O:2][CH3:1])=[O:4])[CH2:17][C:18]2[CH:19]=[CH:20][CH:21]=[CH:22][CH:23]=2)[CH2:16]1. (4) Given the reactants Br[C:2]1[CH:3]=[C:4]2[C:9](=[CH:10][CH:11]=1)[C:8]([Cl:12])=[N:7][N:6]=[CH:5]2.CC1(C)C2C(=C(P(C3C=CC=CC=3)C3C=CC=CC=3)C=CC=2)OC2C(P(C3C=CC=CC=3)C3C=CC=CC=3)=CC=CC1=2.C(N(CC)C(C)C)(C)C.[CH2:64]([SH:71])[C:65]1[CH:70]=[CH:69][CH:68]=[CH:67][CH:66]=1, predict the reaction product. The product is: [CH2:64]([S:71][C:2]1[CH:3]=[C:4]2[C:9](=[CH:10][CH:11]=1)[C:8]([Cl:12])=[N:7][N:6]=[CH:5]2)[C:65]1[CH:70]=[CH:69][CH:68]=[CH:67][CH:66]=1. (5) Given the reactants [CH:1]1(B2OC(C)(C)C(C)(C)O2)[CH2:3][CH2:2]1.P([O-])([O-])([O-])=O.[K+].[K+].[K+].Br[C:22]1[C:23]([C:51]#[N:52])=[CH:24][CH:25]=[C:26]2[C:34]=1[NH:33][C:32]1[C:31]([CH3:36])([CH3:35])[C:30]3[CH:37]=[C:38]([O:41][CH2:42][C@H:43]4[CH2:47][O:46][C:45]([CH3:49])([CH3:48])[O:44]4)[CH:39]=[CH:40][C:29]=3[C:28](=[O:50])[C:27]2=1.C1(P(C2CCCCC2)C2CCCCC2)CCCCC1.Cl, predict the reaction product. The product is: [CH:1]1([C:22]2[C:23]([C:51]#[N:52])=[CH:24][CH:25]=[C:26]3[C:34]=2[NH:33][C:32]2[C:31]([CH3:35])([CH3:36])[C:30]4[CH:37]=[C:38]([O:41][CH2:42][C@H:43]5[CH2:47][O:46][C:45]([CH3:48])([CH3:49])[O:44]5)[CH:39]=[CH:40][C:29]=4[C:28](=[O:50])[C:27]3=2)[CH2:3][CH2:2]1. (6) The product is: [NH2:28][C:29]1([CH2:36][C:37]#[CH:38])[CH2:33][CH2:32][N:31]([CH3:34])[C:30]1=[O:35]. Given the reactants O.C(O)(=O)CC(CC(O)=O)(C(O)=O)O.C(=[N:28][C:29]1([CH2:36][C:37]#[CH:38])[CH2:33][CH2:32][N:31]([CH3:34])[C:30]1=[O:35])(C1C=CC=CC=1)C1C=CC=CC=1.CCOCC, predict the reaction product. (7) Given the reactants Cl.[NH2:2][C:3]([NH2:5])=[NH:4].[OH-:6].[Na+].[CH2:8]([O:15][C:16](Cl)=[O:17])[C:9]1[CH:14]=[CH:13][CH:12]=[CH:11][CH:10]=1, predict the reaction product. The product is: [C:16]([NH:4][C:3]([NH:5][C:16]([O:15][CH2:8][C:9]1[CH:14]=[CH:13][CH:12]=[CH:11][CH:10]=1)=[O:6])=[NH:2])([O:15][CH2:8][C:9]1[CH:14]=[CH:13][CH:12]=[CH:11][CH:10]=1)=[O:17]. (8) Given the reactants [CH3:1][N:2]([CH3:8])[CH2:3][CH2:4][CH2:5][NH:6][CH3:7].CCN(C(C)C)C(C)C.[N:18]([C:21]([CH3:27])([CH3:26])[CH2:22][C:23](Cl)=[O:24])=[N+:19]=[N-:20].[OH-].[Na+], predict the reaction product. The product is: [N:18]([C:21]([CH3:27])([CH3:26])[CH2:22][C:23]([N:6]([CH2:5][CH2:4][CH2:3][N:2]([CH3:8])[CH3:1])[CH3:7])=[O:24])=[N+:19]=[N-:20]. (9) Given the reactants [CH3:1][C:2]1[CH:12]=[CH:11][CH:10]=[CH:9][C:3]=1[CH2:4][CH2:5][C:6](O)=[O:7].[H-].[Al+3].[Li+].[H-].[H-].[H-], predict the reaction product. The product is: [C:2]1([CH3:1])[CH:12]=[CH:11][CH:10]=[CH:9][C:3]=1[CH2:4][CH2:5][CH2:6][OH:7]. (10) Given the reactants Cl.[C:2]([NH:6][OH:7])([CH3:5])([CH3:4])[CH3:3].[CH:8]([C:10]1[C:19]2[C:14](=[CH:15][CH:16]=[CH:17][CH:18]=2)[C:13]([S:20]([OH:23])(=[O:22])=[O:21])=[N:12][C:11]=1[S:24]([OH:27])(=[O:26])=[O:25])=O, predict the reaction product. The product is: [C:2]([N+:6]([O-:7])=[CH:8][C:10]1[C:19]2[C:14](=[CH:15][CH:16]=[CH:17][CH:18]=2)[C:13]([S:20]([OH:23])(=[O:21])=[O:22])=[N:12][C:11]=1[S:24]([OH:27])(=[O:26])=[O:25])([CH3:5])([CH3:4])[CH3:3].